From a dataset of Peptide-MHC class I binding affinity with 185,985 pairs from IEDB/IMGT. Regression. Given a peptide amino acid sequence and an MHC pseudo amino acid sequence, predict their binding affinity value. This is MHC class I binding data. (1) The peptide sequence is IMDKEQLLKI. The binding affinity (normalized) is 0.253. The MHC is HLA-A68:02 with pseudo-sequence HLA-A68:02. (2) The peptide sequence is SLARGFPFV. The binding affinity (normalized) is 0.936. The MHC is HLA-A02:01 with pseudo-sequence HLA-A02:01. (3) The peptide sequence is SVSIILANER. The MHC is HLA-A33:01 with pseudo-sequence HLA-A33:01. The binding affinity (normalized) is 0.316. (4) The peptide sequence is KLWASQIY. The MHC is HLA-A23:01 with pseudo-sequence HLA-A23:01. The binding affinity (normalized) is 0. (5) The peptide sequence is NENLWVTVY. The MHC is Mamu-A11 with pseudo-sequence Mamu-A11. The binding affinity (normalized) is 0.110. (6) The peptide sequence is FSENTWRDEY. The MHC is HLA-A23:01 with pseudo-sequence HLA-A23:01. The binding affinity (normalized) is 0.00914. (7) The peptide sequence is YWMGGTTYF. The MHC is HLA-A01:01 with pseudo-sequence HLA-A01:01. The binding affinity (normalized) is 0.0847. (8) The peptide sequence is PYLFWLAAI. The MHC is HLA-B44:02 with pseudo-sequence HLA-B44:02. The binding affinity (normalized) is 0.0135. (9) The peptide sequence is DSGSGFWKA. The MHC is Mamu-B3901 with pseudo-sequence Mamu-B3901. The binding affinity (normalized) is 0.188. (10) The peptide sequence is LFVVYRDSI. The MHC is HLA-A03:02 with pseudo-sequence HLA-A03:02. The binding affinity (normalized) is 0.437.